Dataset: Full USPTO retrosynthesis dataset with 1.9M reactions from patents (1976-2016). Task: Predict the reactants needed to synthesize the given product. (1) Given the product [C:1]([C:5]1[CH:38]=[CH:37][C:8]([C:9]([NH:11][C:12]2[CH:17]=[CH:16][CH:15]=[C:14]([C:18]3[N:23]=[C:22]([NH:24][C:25]4[CH:26]=[CH:27][C:28]([C:29]([N:79]5[CH2:80][CH2:81][N:76]([CH3:75])[CH2:77][CH2:78]5)=[O:30])=[CH:32][CH:33]=4)[C:21](=[O:34])[N:20]([CH3:35])[CH:19]=3)[C:13]=2[CH3:36])=[O:10])=[CH:7][CH:6]=1)([CH3:2])([CH3:3])[CH3:4], predict the reactants needed to synthesize it. The reactants are: [C:1]([C:5]1[CH:38]=[CH:37][C:8]([C:9]([NH:11][C:12]2[C:13]([CH3:36])=[C:14]([C:18]3[N:23]=[C:22]([NH:24][C:25]4[CH:33]=[CH:32][C:28]([C:29](O)=[O:30])=[CH:27][CH:26]=4)[C:21](=[O:34])[N:20]([CH3:35])[CH:19]=3)[CH:15]=[CH:16][CH:17]=2)=[O:10])=[CH:7][CH:6]=1)([CH3:4])([CH3:3])[CH3:2].F[P-](F)(F)(F)(F)F.N1(O[P+](N(C)C)(N(C)C)N(C)C)C2C=CC=CC=2N=N1.C(N(CC)C(C)C)(C)C.[CH3:75][N:76]1[CH2:81][CH2:80][NH:79][CH2:78][CH2:77]1. (2) Given the product [Br:1][C:2]1[CH:3]=[CH:4][C:5]([F:39])=[C:6]([C@:8]2([CH3:38])[C@H:14]3[C@:12]([C:17]([O:19][CH3:20])=[O:18])([C:13]3([F:16])[F:15])[S:11][C:10]([NH:21][CH2:22][C:23]3[CH:28]=[CH:27][C:26]([O:29][CH3:30])=[CH:25][CH:24]=3)=[N:9]2)[CH:7]=1, predict the reactants needed to synthesize it. The reactants are: [Br:1][C:2]1[CH:3]=[CH:4][C:5]([F:39])=[C:6]([C@:8]2([CH3:38])[C@H:14]3[C@:12]([C:17]([O:19][CH3:20])=[O:18])([C:13]3([F:16])[F:15])[S:11][C:10]([N:21](C(OC(C)(C)C)=O)[CH2:22][C:23]3[CH:28]=[CH:27][C:26]([O:29][CH3:30])=[CH:25][CH:24]=3)=[N:9]2)[CH:7]=1.BrC1C=CC(F)=C([C@]2(C)C=C(C(OC)=O)SC(N(C(OC(C)(C)C)=O)CC3C=CC(OC)=CC=3)=N2)C=1.C(O)(C(F)(F)F)=O. (3) Given the product [Br:22][C:23]1[N:24]=[C:25]([CH:42]2[CH2:2][CH2:1]2)[C:26]([NH:31][C@@H:32]2[C:40]3[C:35](=[CH:36][CH:37]=[CH:38][CH:39]=3)[CH2:34][C@@H:33]2[OH:41])=[N:27][C:28]=1[CH2:29][CH3:30], predict the reactants needed to synthesize it. The reactants are: [CH2:1](C1C(N[C@@H]2C3C(=CC=CC=3)C[C@@H]2O)=NC(CC)=CN=1)[CH3:2].[Br:22][C:23]1[N:24]=[C:25]([CH3:42])[C:26]([NH:31][C@@H:32]2[C:40]3[C:35](=[CH:36][CH:37]=[CH:38][CH:39]=3)[CH2:34][C@@H:33]2[OH:41])=[N:27][C:28]=1[CH2:29][CH3:30].BrC1N=C(CC)C(N[C@@H]2C3C(=CC=CC=3)C[C@@H]2O)=NC=1C.